Dataset: Reaction yield outcomes from USPTO patents with 853,638 reactions. Task: Predict the reaction yield, written as a fraction of the theoretical maximum amount of product (1.0 means a 100% yield; for example, 0.34 means a 34% yield). (1) The reactants are C[O:2][C:3]1[CH:11]=[C:10]2[C:6]([CH2:7][NH:8][C:9]2=[O:12])=[CH:5][CH:4]=1.B(Br)(Br)Br.CO. The catalyst is C(Cl)Cl. The product is [OH:2][C:3]1[CH:11]=[C:10]2[C:6]([CH2:7][NH:8][C:9]2=[O:12])=[CH:5][CH:4]=1. The yield is 1.00. (2) The reactants are [CH2:1]([CH:5]([CH2:8]C#N)[C:6]#[N:7])[CH:2]([CH3:4])[CH3:3].[C:11]([O-:14])(O)=[O:12].[Na+].Cl. The catalyst is O. The product is [C:6]([CH:5]([CH2:1][CH:2]([CH3:4])[CH3:3])[CH2:8][C:11]([OH:14])=[O:12])#[N:7]. The yield is 0.938.